From a dataset of Reaction yield outcomes from USPTO patents with 853,638 reactions. Predict the reaction yield, written as a fraction of the theoretical maximum amount of product (1.0 means a 100% yield; for example, 0.34 means a 34% yield). (1) The reactants are [OH:1][C:2]([CH3:35])([CH3:34])[CH2:3][C@@:4]1([C:28]2[CH:33]=[CH:32][CH:31]=[CH:30][CH:29]=2)[O:9][C:8](=[O:10])[N:7]([C@H:11]([C:13]2[CH:18]=[CH:17][C:16](B3OC(C)(C)C(C)(C)O3)=[CH:15][CH:14]=2)[CH3:12])[CH2:6][CH2:5]1.Br[C:37]1[CH:38]=[CH:39][C:40](=[O:46])[N:41]([CH:43]([CH3:45])[CH3:44])[CH:42]=1.C([O-])([O-])=O.[Cs+].[Cs+]. The catalyst is O1CCOCC1.Cl[Pd](Cl)([P](C1C=CC=CC=1)(C1C=CC=CC=1)C1C=CC=CC=1)[P](C1C=CC=CC=1)(C1C=CC=CC=1)C1C=CC=CC=1. The product is [OH:1][C:2]([CH3:35])([CH3:34])[CH2:3][C@@:4]1([C:28]2[CH:33]=[CH:32][CH:31]=[CH:30][CH:29]=2)[O:9][C:8](=[O:10])[N:7]([C@H:11]([C:13]2[CH:14]=[CH:15][C:16]([C:37]3[CH:38]=[CH:39][C:40](=[O:46])[N:41]([CH:43]([CH3:45])[CH3:44])[CH:42]=3)=[CH:17][CH:18]=2)[CH3:12])[CH2:6][CH2:5]1. The yield is 0.210. (2) The reactants are [CH:1]1([S:4]([N:7]2[CH2:12][CH2:11][CH:10]([NH:13][C:14]3[N:19]=[C:18]([C:20]4[N:27]5[C:23]([S:24][CH:25]=[CH:26]5)=[N:22][C:21]=4[C:28]4[CH:33]=[CH:32][C:31]([F:34])=[C:30]([O:35]C)[CH:29]=4)[CH:17]=[CH:16][N:15]=3)[CH2:9][CH2:8]2)(=[O:6])=[O:5])[CH2:3][CH2:2]1.B(Br)(Br)Br. The catalyst is C(Cl)Cl. The product is [CH:1]1([S:4]([N:7]2[CH2:8][CH2:9][CH:10]([NH:13][C:14]3[N:19]=[C:18]([C:20]4[N:27]5[C:23]([S:24][CH:25]=[CH:26]5)=[N:22][C:21]=4[C:28]4[CH:33]=[CH:32][C:31]([F:34])=[C:30]([OH:35])[CH:29]=4)[CH:17]=[CH:16][N:15]=3)[CH2:11][CH2:12]2)(=[O:5])=[O:6])[CH2:2][CH2:3]1. The yield is 0.860. (3) The reactants are ClC1SC(S([N:10]([S:22]([C:25]2[S:26][C:27]([Cl:30])=[CH:28][CH:29]=2)(=[O:24])=[O:23])[C:11]2[C:19]3[C:14](=[CH:15][CH:16]=[CH:17][C:18]=3[O:20][CH3:21])[NH:13][N:12]=2)(=O)=O)=CC=1.C1(P(C2C=CC=CC=2)C2C=CC=CC=2)C=CC=CC=1.[CH3:50][O:51][C:52]1[CH:53]=[C:54]([CH2:60]O)[CH:55]=[CH:56][C:57]=1[O:58][CH3:59].N(C(OC(C)C)=O)=NC(OC(C)C)=O.[OH-].[Na+]. The catalyst is C1COCC1.O.C(Cl)Cl. The product is [CH3:50][O:51][C:52]1[CH:53]=[C:54]([CH2:60][N:13]2[C:14]3[C:19](=[C:18]([O:20][CH3:21])[CH:17]=[CH:16][CH:15]=3)[C:11]([NH:10][S:22]([C:25]3[S:26][C:27]([Cl:30])=[CH:28][CH:29]=3)(=[O:24])=[O:23])=[N:12]2)[CH:55]=[CH:56][C:57]=1[O:58][CH3:59]. The yield is 0.370. (4) The reactants are [F:1][C:2]1[CH:7]=[C:6]([Cl:8])[CH:5]=[CH:4][C:3]=1B(O)O.[C:12](=[O:15])([O-])[O-].[Na+].[Na+].CO[CH2:20][CH2:21][O:22]C. The catalyst is C1C=CC(P(C2C=CC=CC=2)[C-]2C=CC=C2)=CC=1.C1C=CC(P(C2C=CC=CC=2)[C-]2C=CC=C2)=CC=1.Cl[Pd]Cl.[Fe+2]. The product is [Cl:8][C:6]1[CH:5]=[CH:4][C:3]([C:2]2[CH:3]=[CH:4][C:21]([OH:22])=[C:20]([CH:12]=[O:15])[CH:7]=2)=[C:2]([F:1])[CH:7]=1. The yield is 0.890. (5) The reactants are [CH:1]([C@@H:4]1[C:9]([O:10][CH3:11])=[N:8][C@@H:7]([C@H:12]([C:14]2[CH:19]=[CH:18][C:17]([C:20]([F:23])([F:22])[F:21])=[CH:16][CH:15]=2)[OH:13])[C:6]([O:24][CH3:25])=[N:5]1)([CH3:3])[CH3:2].[CH2:26]1COCC1.CI.[H-].[Na+]. The catalyst is CCOC(C)=O. The product is [CH:1]([C@@H:4]1[C:9]([O:10][CH3:11])=[N:8][C@@H:7]([C@@H:12]([O:13][CH3:26])[C:14]2[CH:19]=[CH:18][C:17]([C:20]([F:22])([F:21])[F:23])=[CH:16][CH:15]=2)[C:6]([O:24][CH3:25])=[N:5]1)([CH3:3])[CH3:2]. The yield is 0.880. (6) The reactants are Cl[C:2]1[C:11]2[C:6](=[C:7]([O:14][CH3:15])[C:8]([O:12][CH3:13])=[CH:9][CH:10]=2)[N:5]=[CH:4][N:3]=1.Cl.[NH2:17][CH:18]1[CH2:22][O:21][CH2:20][CH:19]1[OH:23].CCN(C(C)C)C(C)C. The catalyst is C(O)(C)C. The product is [CH3:13][O:12][C:8]1[C:7]([O:14][CH3:15])=[C:6]2[C:11]([C:2]([NH:17][C@@H:18]3[CH2:22][O:21][CH2:20][C@H:19]3[OH:23])=[N:3][CH:4]=[N:5]2)=[CH:10][CH:9]=1. The yield is 0.830. (7) The reactants are [CH3:1][N:2]1[N:6]=[N:5][C:4]([C:7]2[CH:12]=[CH:11][C:10]([C:13]3[CH:18]=[CH:17][C:16]([N:19]4[CH2:23][C@H:22]([CH2:24][O:25]S(C)(=O)=O)[O:21][C:20]4=[O:30])=[CH:15][C:14]=3[F:31])=[CH:9][N:8]=2)=[N:3]1.[CH3:32][O-].[Na+]. The catalyst is CO. The product is [CH3:1][N:2]1[N:6]=[N:5][C:4]([C:7]2[CH:12]=[CH:11][C:10]([C:13]3[CH:18]=[CH:17][C:16]([N:19]4[CH2:23][C@H:22]([CH2:24][O:25][CH3:32])[O:21][C:20]4=[O:30])=[CH:15][C:14]=3[F:31])=[CH:9][N:8]=2)=[N:3]1. The yield is 0.580. (8) The reactants are [NH2:1][C:2]1[N:6]([C:7]2[CH:12]=[CH:11][CH:10]=[C:9]([N+:13]([O-:15])=[O:14])[CH:8]=2)[N:5]=[CH:4][C:3]=1C#N.P(=O)(O)(O)O.[OH-].[NH4+]. No catalyst specified. The product is [NH2:1][C:2]1[N:6]([C:7]2[CH:12]=[CH:11][CH:10]=[C:9]([N+:13]([O-:15])=[O:14])[CH:8]=2)[N:5]=[CH:4][CH:3]=1. The yield is 0.800. (9) The reactants are [F:1][C:2]1[CH:7]=[C:6]([F:8])[CH:5]=[CH:4][C:3]=1[C:9]1[CH:14]=[CH:13][C:12]([C@@H:15]([N:17]2[CH2:22][CH2:21][C@@:20]([C:26]3[CH:31]=[CH:30][C:29]([F:32])=[CH:28][CH:27]=3)([CH2:23][CH2:24]O)[O:19][C:18]2=[O:33])[CH3:16])=[CH:11][CH:10]=1.N1C=CC=CC=1.P(Br)(Br)[Br:41]. The catalyst is C(Cl)Cl. The product is [Br:41][CH2:24][CH2:23][C@@:20]1([C:26]2[CH:31]=[CH:30][C:29]([F:32])=[CH:28][CH:27]=2)[O:19][C:18](=[O:33])[N:17]([C@H:15]([C:12]2[CH:13]=[CH:14][C:9]([C:3]3[CH:4]=[CH:5][C:6]([F:8])=[CH:7][C:2]=3[F:1])=[CH:10][CH:11]=2)[CH3:16])[CH2:22][CH2:21]1. The yield is 0.230.